This data is from Forward reaction prediction with 1.9M reactions from USPTO patents (1976-2016). The task is: Predict the product of the given reaction. (1) Given the reactants CCN=C=NCCCN(C)C.C1COCC1.[OH:17][C:18]1[CH:26]=[CH:25][C:21]([C:22]([OH:24])=[O:23])=[CH:20][C:19]=1[N+:27]([O-:29])=[O:28].[F:30][C:31]1[C:36](O)=[C:35]([F:38])[C:34]([F:39])=[C:33]([F:40])[C:32]=1[F:41], predict the reaction product. The product is: [OH:17][C:18]1[CH:26]=[CH:25][C:21]([C:22]([O:24][C:36]2[C:35]([F:38])=[C:34]([F:39])[C:33]([F:40])=[C:32]([F:41])[C:31]=2[F:30])=[O:23])=[CH:20][C:19]=1[N+:27]([O-:29])=[O:28]. (2) Given the reactants Cl[CH2:2][CH2:3][C:4]([O:6][CH2:7][CH2:8][O:9][C:10]1[CH:15]=[CH:14][C:13]([CH2:16][C:17]([C:20]([C:22]([OH:40])([CH2:24][C:25]2[CH:30]=[CH:29][C:28]([O:31][CH2:32][CH2:33][O:34][C:35](=[O:39])[CH2:36][CH2:37]Cl)=[CH:27][CH:26]=2)[CH3:23])=[O:21])([OH:19])[CH3:18])=[CH:12][CH:11]=1)=[O:5].C([O-])([O-])=O.[K+].[K+].C(C1C=C(C)C=C(C(C)(C)C)C=1O)(C)(C)C, predict the reaction product. The product is: [C:4]([O:6][CH2:7][CH2:8][O:9][C:10]1[CH:11]=[CH:12][C:13]([CH2:16][C:17]([C:20]([C:22]([OH:40])([CH2:24][C:25]2[CH:30]=[CH:29][C:28]([O:31][CH2:32][CH2:33][O:34][C:35](=[O:39])[CH:36]=[CH2:37])=[CH:27][CH:26]=2)[CH3:23])=[O:21])([OH:19])[CH3:18])=[CH:14][CH:15]=1)(=[O:5])[CH:3]=[CH2:2]. (3) The product is: [NH2:16][C:15]1[C:14]2[CH:17]=[C:18]([C:21]3[CH:26]=[C:25]([C:27]4[CH:32]=[CH:31][CH:30]=[CH:29][C:28]=4[O:33][CH2:34][CH:35]([CH3:37])[CH3:36])[NH:24][C:23](=[O:38])[N:22]=3)[CH:19]=[CH:20][C:13]=2[O:5][N:4]=1. Given the reactants C([NH:4][OH:5])(=O)C.CC(C)([O-])C.[K+].F[C:13]1[CH:20]=[CH:19][C:18]([C:21]2[CH:26]=[C:25]([C:27]3[CH:32]=[CH:31][CH:30]=[CH:29][C:28]=3[O:33][CH2:34][CH:35]([CH3:37])[CH3:36])[NH:24][C:23](=[O:38])[N:22]=2)=[CH:17][C:14]=1[C:15]#[N:16], predict the reaction product.